From a dataset of Full USPTO retrosynthesis dataset with 1.9M reactions from patents (1976-2016). Predict the reactants needed to synthesize the given product. (1) Given the product [CH2:1]([N:3]1[C:11]2[CH:10]=[C:9]([C:12]([O:14][CH3:15])=[O:13])[CH:8]=[C:7]3[N:16]([CH3:26])[S:17](=[O:24])(=[O:25])[C:18]([C:20]([O:22][CH3:23])=[O:21])=[CH:19][C:5]([C:6]=23)=[CH:4]1)[CH2:2][CH2:28][CH3:29], predict the reactants needed to synthesize it. The reactants are: [CH2:1]([N:3]1[C:11]2[CH:10]=[C:9]([C:12]([O:14][CH3:15])=[O:13])[CH:8]=[C:7]3[N:16]([CH3:26])[S:17](=[O:25])(=[O:24])[C:18]([C:20]([O:22][CH3:23])=[O:21])=[CH:19][C:5]([C:6]=23)=[CH:4]1)[CH3:2].I[CH2:28][CH2:29]CC.CN1C2C3C(=CNC=3C=C(C(OC)=O)C=2)C=C(C(OC)=O)S1(=O)=O. (2) The reactants are: [Si:1]([O:8][CH2:9][C@H:10]1[O:15][C:14]([C:18]2[CH:23]=[CH:22][C:21]([CH3:24])=[C:20]([CH2:25][C:26]3[CH:35]=[CH:34][C:29]4[O:30][CH2:31][CH2:32][O:33][C:28]=4[CH:27]=3)[CH:19]=2)([O:16][CH3:17])[C@H:13]([OH:36])[C@@H:12]([OH:37])[C@@H:11]1[OH:38])([C:4]([CH3:7])([CH3:6])[CH3:5])([CH3:3])[CH3:2].[H-].[Na+].[CH:41]1[CH:46]=[CH:45][C:44]([CH2:47]Br)=[CH:43][CH:42]=1.[Cl-].[NH4+]. Given the product [C:4]([Si:1]([CH3:3])([CH3:2])[O:8][CH2:9][C@@H:10]1[C@@H:11]([O:38][CH2:47][C:44]2[CH:45]=[CH:46][CH:41]=[CH:42][CH:43]=2)[C@H:12]([O:37][CH2:25][C:26]2[CH:35]=[CH:34][CH:29]=[CH:28][CH:27]=2)[C@@H:13]([O:36][CH2:14][C:18]2[CH:23]=[CH:22][CH:21]=[CH:20][CH:19]=2)[C:14]([C:18]2[CH:23]=[CH:22][C:21]([CH3:24])=[C:20]([CH2:25][C:26]3[CH:35]=[CH:34][C:29]4[O:30][CH2:31][CH2:32][O:33][C:28]=4[CH:27]=3)[CH:19]=2)([O:16][CH3:17])[O:15]1)([CH3:7])([CH3:5])[CH3:6], predict the reactants needed to synthesize it.